From a dataset of Peptide-MHC class I binding affinity with 185,985 pairs from IEDB/IMGT. Regression. Given a peptide amino acid sequence and an MHC pseudo amino acid sequence, predict their binding affinity value. This is MHC class I binding data. (1) The peptide sequence is NLTEEMAAL. The MHC is HLA-A24:03 with pseudo-sequence HLA-A24:03. The binding affinity (normalized) is 0.0847. (2) The peptide sequence is IILARNEEGR. The MHC is HLA-A33:01 with pseudo-sequence HLA-A33:01. The binding affinity (normalized) is 0.460. (3) The peptide sequence is LSTCNRTEI. The MHC is H-2-Kb with pseudo-sequence H-2-Kb. The binding affinity (normalized) is 0.0396. (4) The peptide sequence is RGRGVAIHR. The MHC is HLA-B40:01 with pseudo-sequence HLA-B40:01. The binding affinity (normalized) is 0.0847. (5) The peptide sequence is ISKANWMTY. The MHC is HLA-A02:16 with pseudo-sequence HLA-A02:16. The binding affinity (normalized) is 0.0847. (6) The peptide sequence is ESAERLKAY. The MHC is HLA-A02:01 with pseudo-sequence HLA-A02:01. The binding affinity (normalized) is 0.0847.